The task is: Regression. Given a peptide amino acid sequence and an MHC pseudo amino acid sequence, predict their binding affinity value. This is MHC class II binding data.. This data is from Peptide-MHC class II binding affinity with 134,281 pairs from IEDB. (1) The peptide sequence is KGKSAWYVDTEIINE. The MHC is DRB1_0101 with pseudo-sequence DRB1_0101. The binding affinity (normalized) is 0.194. (2) The peptide sequence is NELQIVDKIDAAFKI. The MHC is DRB1_0404 with pseudo-sequence DRB1_0404. The binding affinity (normalized) is 0.388. (3) The peptide sequence is SAGRSRRSRRAIDLP. The MHC is DRB1_0801 with pseudo-sequence DRB1_0801. The binding affinity (normalized) is 0.515. (4) The peptide sequence is NISGYNFSLGAAVKA. The MHC is DRB1_0301 with pseudo-sequence DRB1_0301. The binding affinity (normalized) is 0.0625. (5) The peptide sequence is LPADLMIRIIAQGPK. The MHC is DRB1_0701 with pseudo-sequence DRB1_0701. The binding affinity (normalized) is 0.465. (6) The peptide sequence is GELQINDKIDAAFKI. The MHC is DRB1_0101 with pseudo-sequence DRB1_0101. The binding affinity (normalized) is 0.448. (7) The peptide sequence is KQIANELNYILWENN. The MHC is DRB1_0101 with pseudo-sequence DRB1_0101. The binding affinity (normalized) is 0.632.